This data is from Catalyst prediction with 721,799 reactions and 888 catalyst types from USPTO. The task is: Predict which catalyst facilitates the given reaction. (1) Reactant: [O:1]=[C:2]1[N:6]([CH:7]([CH2:11][C:12]2[CH:17]=[CH:16][CH:15]=[CH:14][CH:13]=2)[C:8]([OH:10])=[O:9])[C:5](=[S:18])[NH:4][CH2:3]1.[F:19][C:20]1[CH:25]=[CH:24][C:23]([C:26]2[S:30][C:29]([CH:31]=O)=[CH:28][CH:27]=2)=[CH:22][CH:21]=1.NCCC(O)=O.CO.C(Cl)Cl. Product: [F:19][C:20]1[CH:21]=[CH:22][C:23]([C:26]2[S:30][C:29]([CH:31]=[C:3]3[C:2](=[O:1])[N:6]([CH:7]([CH2:11][C:12]4[CH:17]=[CH:16][CH:15]=[CH:14][CH:13]=4)[C:8]([OH:10])=[O:9])[C:5](=[S:18])[NH:4]3)=[CH:28][CH:27]=2)=[CH:24][CH:25]=1. The catalyst class is: 15. (2) Reactant: [S:1]1[CH:5]=[CH:4][C:3]2=[CH:6][C:7]3[S:8][CH:9]=[CH:10][C:11]=3[CH:12]=[C:2]12.C([Li])(C)(C)C.[CH3:18][Sn:19](Cl)([CH3:21])[CH3:20]. Product: [CH3:18][Sn:19]([CH3:21])([CH3:20])[C:5]1[S:1][C:2]2=[CH:12][C:11]3[CH:10]=[C:9]([Sn:19]([CH3:21])([CH3:20])[CH3:18])[S:8][C:7]=3[CH:6]=[C:3]2[CH:4]=1. The catalyst class is: 7.